Task: Predict which catalyst facilitates the given reaction.. Dataset: Catalyst prediction with 721,799 reactions and 888 catalyst types from USPTO (1) Reactant: S(Cl)(Cl)=O.[NH2:5][C:6]1[CH:11]=[CH:10][C:9]([CH:12]([C:19]2[CH:24]=[CH:23][C:22]([Cl:25])=[CH:21][CH:20]=2)[C:13]2[N:17]([CH3:18])[CH:16]=[N:15][CH:14]=2)=[CH:8][C:7]=1[CH:26]([C:33]1[CH:38]=[CH:37][CH:36]=[C:35]([Cl:39])[CH:34]=1)[S:27][CH2:28][CH2:29][C:30](O)=[O:31].[NH4+].[OH-]. Product: [Cl:39][C:35]1[CH:34]=[C:33]([CH:26]2[C:7]3[CH:8]=[C:9]([CH:12]([C:19]4[CH:20]=[CH:21][C:22]([Cl:25])=[CH:23][CH:24]=4)[C:13]4[N:17]([CH3:18])[CH:16]=[N:15][CH:14]=4)[CH:10]=[CH:11][C:6]=3[NH:5][C:30](=[O:31])[CH2:29][CH2:28][S:27]2)[CH:38]=[CH:37][CH:36]=1. The catalyst class is: 1. (2) Reactant: [CH2:1]([O:8][C:9]([N:11]1[C@@H:15]([CH2:16][CH:17]=O)[CH2:14][O:13][C:12]1([CH3:20])[CH3:19])=[O:10])[C:2]1[CH:7]=[CH:6][CH:5]=[CH:4][CH:3]=1.Cl.[CH2:22]1[C:24]2([CH2:29][CH2:28][NH:27][CH2:26][C@H:25]2[OH:30])[CH2:23]1.C(N(CC)CC)C.C(O[BH-](OC(=O)C)OC(=O)C)(=O)C.[Na+]. Product: [CH2:1]([O:8][C:9]([N:11]1[C@@H:15]([CH2:16][CH2:17][N:27]2[CH2:28][CH2:29][C:24]3([CH2:22][CH2:23]3)[C@H:25]([OH:30])[CH2:26]2)[CH2:14][O:13][C:12]1([CH3:20])[CH3:19])=[O:10])[C:2]1[CH:7]=[CH:6][CH:5]=[CH:4][CH:3]=1. The catalyst class is: 4.